Dataset: Reaction yield outcomes from USPTO patents with 853,638 reactions. Task: Predict the reaction yield, written as a fraction of the theoretical maximum amount of product (1.0 means a 100% yield; for example, 0.34 means a 34% yield). The yield is 0.550. The reactants are [BH4-].[Na+].CO.[CH3:5][O:6][C:7](=[O:32])[CH2:8][CH2:9][CH2:10][CH2:11][CH2:12][CH2:13][N:14]1[C@@H:19](/[CH:20]=[CH:21]/[C:22](=[O:30])[CH2:23][C:24]2[CH:29]=[CH:28][CH:27]=[CH:26][CH:25]=2)[CH2:18][CH2:17][CH2:16][C:15]1=[O:31]. The product is [CH3:5][O:6][C:7](=[O:32])[CH2:8][CH2:9][CH2:10][CH2:11][CH2:12][CH2:13][N:14]1[C:15](=[O:31])[CH2:16][CH2:17][CH2:18][C@@H:19]1/[CH:20]=[CH:21]/[CH:22]([OH:30])[CH2:23][C:24]1[CH:29]=[CH:28][CH:27]=[CH:26][CH:25]=1. The catalyst is C(Cl)Cl.